This data is from Experimentally validated miRNA-target interactions with 360,000+ pairs, plus equal number of negative samples. The task is: Binary Classification. Given a miRNA mature sequence and a target amino acid sequence, predict their likelihood of interaction. (1) The miRNA is cel-miR-48-5p with sequence UGAGGUAGGCUCAGUAGAUGCGA. The protein sequence of the target gene is MGTVPDPLRVTKASIVAASGKEESRGESQSVSPQPAQPDNNASGIGNVPAELSLQLSAAAQALMQACVSESSQQDMASPGVFSEGEPVSPKQKTPDDFLLHGSKESAAPGLNATAQKELISAPCLISVVQHTHHAIQRDAPNTSTCAVPEGSLVKSEANSNGENPEKPGCPARVTCCSSKNQEGLCDFPSPENSQGILQTPDIASPSADRPEGEGQKVINNITAVSSEPPVREGCSENKQPSATALNTTAERSENPPPSHLTSKGATCSSEARQALLPAQYPVSRFKEASTMTCQAESGA.... Result: 0 (no interaction). (2) The miRNA is hsa-miR-4424 with sequence AGAGUUAACUCAAAAUGGACUA. The protein sequence of the target gene is MEGAPTVRQVMNEGDSSLATDLQEDVEENPSPTVEENNVVVKKQGPNLHNWSGDWSFWISSSTYKDRNEEYRRQFTHLPDTERLIADYACALQRDILLQGRLYLSENWLCFYSNIFRWETTISIALKNITFMTKEKTARLIPNAIQIVTESEKFFFTSFGARDRSYLSIFRLWQNVLLDKSLTRQEFWQLLQQNYGTELGLNAEEMENLSLSIEDVQPRSPGRSSLDDSGERDEKLSKSISFTSESISRVSETESFDGNSSKGGLGKEESQNEKQTKKSLLPTLEKKLTRVPSKSLDLNK.... Result: 1 (interaction). (3) Result: 1 (interaction). The protein sequence of the target gene is MKEPDAIKLFVGQIPRHLEEKDLKPIFEQFGRIFELTVIKDKYTGLHKGCAFLTYCARDSALKAQSALHEQKTLPGMNRPIQVKPADSESRGDRKLFVGMLGKQQTDEDVRKMFEPFGTIDECTVLRGPDGTSKGCAFVKFQTHAEAQAAINTLHSSRTLPGASSSLVVKFADTEKERGLRRMQQVATQLGMFSPIALQFGAYSAYTQALMQQQAALVAAHSAYLSPMATMAAVQMQHMAAISANGLIATPITPSSGTSTPPAIAATPVSAIPAALGVNGYSPVPTQPTGQPAPDALYPN.... The miRNA is mmu-miR-329-3p with sequence AACACACCCAGCUAACCUUUUU.